From a dataset of Reaction yield outcomes from USPTO patents with 853,638 reactions. Predict the reaction yield, written as a fraction of the theoretical maximum amount of product (1.0 means a 100% yield; for example, 0.34 means a 34% yield). The reactants are [CH:1]([N:3]1[CH2:8][CH2:7][N:6]([CH2:9][CH2:10][CH2:11][C:12]2[C:20]3[CH2:19][CH2:18][CH2:17][CH2:16][C:15]=3[NH:14][C:13]=2[CH:21]=O)[CH2:5][CH2:4]1)=[O:2].[CH2:23]([S:25]([C:28]1[CH:29]=[C:30]2[C:34](=[CH:35][CH:36]=1)[NH:33][C:32](=[O:37])[CH2:31]2)(=[O:27])=[O:26])[CH3:24]. No catalyst specified. The product is [CH2:23]([S:25]([C:28]1[CH:29]=[C:30]2[C:34](=[CH:35][CH:36]=1)[NH:33][C:32](=[O:37])/[C:31]/2=[CH:21]\[C:13]1[NH:14][C:15]2[CH2:16][CH2:17][CH2:18][CH2:19][C:20]=2[C:12]=1[CH2:11][CH2:10][CH2:9][N:6]1[CH2:5][CH2:4][N:3]([CH:1]=[O:2])[CH2:8][CH2:7]1)(=[O:26])=[O:27])[CH3:24]. The yield is 0.640.